Dataset: Full USPTO retrosynthesis dataset with 1.9M reactions from patents (1976-2016). Task: Predict the reactants needed to synthesize the given product. (1) Given the product [Br:17][C:18]1[CH:23]=[CH:22][C:21]([F:24])=[CH:20][C:19]=1[CH2:25][C:26]([O:14][CH2:13][C:12]1[CH:11]=[CH:10][C:9]([O:8][CH2:1][C:2]2[CH:3]=[CH:4][CH:5]=[CH:6][CH:7]=2)=[CH:16][CH:15]=1)=[O:27], predict the reactants needed to synthesize it. The reactants are: [CH2:1]([O:8][C:9]1[CH:16]=[CH:15][C:12]([CH2:13][OH:14])=[CH:11][CH:10]=1)[C:2]1[CH:7]=[CH:6][CH:5]=[CH:4][CH:3]=1.[Br:17][C:18]1[CH:23]=[CH:22][C:21]([F:24])=[CH:20][C:19]=1[CH2:25][C:26](O)=[O:27].C(N=C=NC(C)C)(C)C. (2) Given the product [CH3:14][S:13][CH:11]([CH3:12])[CH2:10][CH:8]1[CH2:9][C:4](=[O:3])[CH2:5][C:6](=[O:15])[CH2:7]1, predict the reactants needed to synthesize it. The reactants are: C([O:3][C:4]1[CH2:9][CH:8]([CH2:10][CH:11]([S:13][CH3:14])[CH3:12])[CH2:7][C:6](=[O:15])[CH:5]=1)C. (3) The reactants are: [Cl:1][C:2]1[C:10]2[N:9]=[C:8]3[N:11]([C:15]4[CH:20]=[CH:19][C:18]([Cl:21])=[CH:17][C:16]=4[Cl:22])[CH2:12][CH2:13][CH2:14][N:7]3[C:6]=2[C:5]([CH:23]([OH:26])[CH2:24][CH3:25])=[CH:4][CH:3]=1.[C:27](O[C:27](=[O:32])[C:28]([CH3:31])([CH3:30])[CH3:29])(=[O:32])[C:28]([CH3:31])([CH3:30])[CH3:29].C(=O)(O)[O-].[Na+]. Given the product [CH3:29][C:28]([CH3:31])([CH3:30])[C:27]([O:26][CH:23]([C:5]1[C:6]2[N:7]3[CH2:14][CH2:13][CH2:12][N:11]([C:15]4[CH:20]=[CH:19][C:18]([Cl:21])=[CH:17][C:16]=4[Cl:22])[C:8]3=[N:9][C:10]=2[C:2]([Cl:1])=[CH:3][CH:4]=1)[CH2:24][CH3:25])=[O:32], predict the reactants needed to synthesize it. (4) Given the product [NH:17]1[C:18]2[C:14](=[CH:13][CH:12]=[CH:11][C:10]=2[C:8]([C:5]2[CH:4]=[CH:3][C:2]([NH:1][C:20]3[N:25]=[C:24]([NH:26][C:27]4[CH:28]=[N:29][C:30]5[C:35]([CH:36]=4)=[CH:34][CH:33]=[CH:32][CH:31]=5)[CH:23]=[CH:22][N:21]=3)=[CH:7][CH:6]=2)=[O:9])[CH2:15][CH2:16]1, predict the reactants needed to synthesize it. The reactants are: [NH2:1][C:2]1[CH:7]=[CH:6][C:5]([C:8]([C:10]2[CH:11]=[CH:12][CH:13]=[C:14]3[C:18]=2[NH:17][CH2:16][CH2:15]3)=[O:9])=[CH:4][CH:3]=1.Cl[C:20]1[N:25]=[C:24]([NH:26][C:27]2[CH:28]=[N:29][C:30]3[C:35]([CH:36]=2)=[CH:34][CH:33]=[CH:32][CH:31]=3)[CH:23]=[CH:22][N:21]=1.C(OCC)(=O)C.O. (5) Given the product [C:1]([C:7]1[C:8]([C:12]2[CH:13]=[N:14][CH:15]=[CH:16][CH:17]=2)=[N:9][NH:10][CH:11]=1)#[C:2][CH2:3][CH2:4][CH2:5][CH2:6][CH2:19][CH2:20][CH3:21].[C:28]1([S:34]([N:37]2[CH:41]=[C:40]([C:19]#[C:20][CH2:21][CH2:22][CH2:23][CH2:24][CH2:25][CH2:26][CH3:27])[C:39]([C:43]3[CH:44]=[N:45][CH:46]=[CH:47][CH:48]=3)=[N:38]2)(=[O:36])=[O:35])[CH:33]=[CH:32][CH:31]=[CH:30][CH:29]=1, predict the reactants needed to synthesize it. The reactants are: [C:1]([C:7]1[C:8]([C:12]2[CH2:13][N:14](C)[CH2:15][CH2:16][CH:17]=2)=[N:9][NH:10][CH:11]=1)#[C:2][CH2:3][CH2:4][CH2:5][CH3:6].[CH:19]#[C:20][CH2:21][CH2:22][CH2:23][CH2:24][CH2:25][CH2:26][CH3:27].[C:28]1([S:34]([N:37]2[CH:41]=[C:40](I)[C:39]([C:43]3[CH:44]=[N:45][CH:46]=[CH:47][CH:48]=3)=[N:38]2)(=[O:36])=[O:35])[CH:33]=[CH:32][CH:31]=[CH:30][CH:29]=1. (6) Given the product [CH3:14][N:9]1[C:10]([C:11](=[O:13])[NH:31][CH2:30][CH2:29][C:19]2[N:18]([CH3:17])[CH:22]=[C:21]([C:23]3[CH:28]=[CH:27][CH:26]=[CH:25][CH:24]=3)[N:20]=2)=[C:6]([C:4]([O:3][CH2:1][CH3:2])=[O:5])[CH:7]=[N:8]1, predict the reactants needed to synthesize it. The reactants are: [CH2:1]([O:3][C:4]([C:6]1[CH:7]=[N:8][N:9]([CH3:14])[C:10]=1[C:11]([OH:13])=O)=[O:5])[CH3:2].Cl.Cl.[CH3:17][N:18]1[CH:22]=[C:21]([C:23]2[CH:28]=[CH:27][CH:26]=[CH:25][CH:24]=2)[N:20]=[C:19]1[CH2:29][CH2:30][NH2:31]. (7) Given the product [F:1][C:2]1[CH:3]=[C:4]([CH:34]=[CH:35][C:36]=1[O:37][CH2:39][CH2:40][N:42]1[CH2:46][CH2:45][CH2:44][CH2:43]1)[CH2:5][CH2:7][NH:8][C:9]1[CH:14]=[C:13]([O:15][CH3:16])[CH:12]=[CH:11][C:10]=1[CH:17]1[CH2:26][CH2:25][C:24]2[CH:23]=[C:22]([OH:27])[CH:21]=[CH:20][C:19]=2[CH2:18]1, predict the reactants needed to synthesize it. The reactants are: [F:1][C:2]1[CH:3]=[C:4]([CH:34]=[CH:35][C:36]=1[OH:37])[C:5]([CH2:7][NH:8][C:9]1[CH:14]=[C:13]([O:15][CH3:16])[CH:12]=[CH:11][C:10]=1[CH:17]1[CH2:26][CH2:25][C:24]2[CH:23]=[C:22]([O:27]C(=O)C(C)(C)C)[CH:21]=[CH:20][C:19]=2[CH2:18]1)=O.Cl[CH2:39][C:40]([N:42]1[CH2:46][CH2:45][CH2:44][CH2:43]1)=O. (8) Given the product [C:14]([O:13][C:12]([N:11]([CH2:19][C@@H:20]1[CH2:29][CH2:28][C:27]2[C:22](=[CH:23][CH:24]=[C:25]([C:30]3[CH:31]=[CH:32][C:33]([C:38]([O:37][CH3:36])=[O:39])=[C:34]([OH:35])[CH:42]=3)[CH:26]=2)[O:21]1)[CH2:10][C@H:9]([O:8][Si:1]([C:4]([CH3:5])([CH3:7])[CH3:6])([CH3:3])[CH3:2])[CH2:43][O:44][C:45]1[CH:46]=[CH:47][CH:48]=[CH:49][CH:50]=1)=[O:18])([CH3:15])([CH3:16])[CH3:17], predict the reactants needed to synthesize it. The reactants are: [Si:1]([O:8][C@H:9]([CH2:43][O:44][C:45]1[CH:50]=[CH:49][CH:48]=[CH:47][CH:46]=1)[CH2:10][N:11]([CH2:19][C@@H:20]1[CH2:29][CH2:28][C:27]2[C:22](=[CH:23][CH:24]=[C:25]([C:30]3[CH:31]=[CH:32][C:33]4[C:38](=[O:39])[O:37][C:36](C)(C)[O:35][C:34]=4[CH:42]=3)[CH:26]=2)[O:21]1)[C:12](=[O:18])[O:13][C:14]([CH3:17])([CH3:16])[CH3:15])([C:4]([CH3:7])([CH3:6])[CH3:5])([CH3:3])[CH3:2].C(=O)([O-])[O-].[K+].[K+]. (9) Given the product [NH2:1][C:4]1[CH:5]=[C:6]2[O:13][CH2:12][CH:11]([NH:14][C:15](=[O:18])[CH2:16][CH3:17])[CH2:10][C:7]2=[N:8][CH:9]=1, predict the reactants needed to synthesize it. The reactants are: [N+:1]([C:4]1[CH:5]=[C:6]2[O:13][CH2:12][CH:11]([NH:14][C:15](=[O:18])[CH2:16][CH3:17])[CH2:10][C:7]2=[N:8][CH:9]=1)([O-])=O.O.O.Cl[Sn]Cl.